From a dataset of Reaction yield outcomes from USPTO patents with 853,638 reactions. Predict the reaction yield, written as a fraction of the theoretical maximum amount of product (1.0 means a 100% yield; for example, 0.34 means a 34% yield). (1) The reactants are [OH:1][CH:2]([C:8]1[CH:9]=[CH:10][C:11]2[O:15][C:14]([CH3:16])=[N:13][C:12]=2[C:17]=1[O:18][CH2:19][C:20]1[CH:25]=[CH:24][CH:23]=[CH:22][CH:21]=1)[C:3]([O:5][CH2:6][CH3:7])=[O:4].Cl(O)(=O)(=O)=O.C(=O)(O)[O-].[Na+].O. The catalyst is C(OC(C)(C)C)(=O)C. The product is [CH2:19]([O:18][C:17]1[C:12]2[N:13]=[C:14]([CH3:16])[O:15][C:11]=2[CH:10]=[CH:9][C:8]=1[CH:2]([O:1][C:8]([CH3:9])([CH3:17])[CH3:2])[C:3]([O:5][CH2:6][CH3:7])=[O:4])[C:20]1[CH:21]=[CH:22][CH:23]=[CH:24][CH:25]=1. The yield is 0.620. (2) The reactants are Br[C:2]1[CH:7]=[CH:6][C:5]([C:8](=[C:15]2[CH2:21][CH2:20][CH2:19][CH2:18][CH2:17][CH2:16]2)[C:9]2[CH:14]=[CH:13][CH:12]=[CH:11][CH:10]=2)=[CH:4][CH:3]=1.[C:22]([O:26][C:27](=[O:30])[CH:28]=[CH2:29])([CH3:25])([CH3:24])[CH3:23].CC1C=CC=CC=1P(C1C=CC=CC=1C)C1C=CC=CC=1C.CC#N. The catalyst is CCOC(C)=O.O.CC([O-])=O.CC([O-])=O.[Pd+2]. The product is [C:15]1(=[C:8]([C:9]2[CH:10]=[CH:11][CH:12]=[CH:13][CH:14]=2)[C:5]2[CH:6]=[CH:7][C:2](/[CH:29]=[CH:28]/[C:27]([O:26][C:22]([CH3:25])([CH3:24])[CH3:23])=[O:30])=[CH:3][CH:4]=2)[CH2:16][CH2:17][CH2:18][CH2:19][CH2:20][CH2:21]1. The yield is 1.00. (3) The reactants are C([O-])(O)=O.[Na+].[Cl:6][C:7]1[N:8]=[N:9][C:10](Cl)=[CH:11][CH:12]=1.CC1(C)C(C)(C)OB([C:22]2[CH2:27][CH2:26][N:25]([C:28]([O:30][C:31]([CH3:34])([CH3:33])[CH3:32])=[O:29])[CH2:24][CH:23]=2)O1. The catalyst is COCCOC.C1C=CC([P]([Pd]([P](C2C=CC=CC=2)(C2C=CC=CC=2)C2C=CC=CC=2)([P](C2C=CC=CC=2)(C2C=CC=CC=2)C2C=CC=CC=2)[P](C2C=CC=CC=2)(C2C=CC=CC=2)C2C=CC=CC=2)(C2C=CC=CC=2)C2C=CC=CC=2)=CC=1. The product is [Cl:6][C:7]1[N:8]=[N:9][C:10]([C:22]2[CH2:27][CH2:26][N:25]([C:28]([O:30][C:31]([CH3:34])([CH3:33])[CH3:32])=[O:29])[CH2:24][CH:23]=2)=[CH:11][CH:12]=1. The yield is 0.483. (4) The product is [CH2:1]([O:8][CH2:9][C@@H:10]([O:13][Si:23]([C:20]([CH3:22])([CH3:21])[CH3:19])([CH3:25])[CH3:24])[CH2:11][CH3:12])[C:2]1[CH:7]=[CH:6][CH:5]=[CH:4][CH:3]=1. The reactants are [CH2:1]([O:8][CH2:9][C@@H:10]([OH:13])[CH2:11][CH3:12])[C:2]1[CH:7]=[CH:6][CH:5]=[CH:4][CH:3]=1.N1C=CN=C1.[CH3:19][C:20]([Si:23](Cl)([CH3:25])[CH3:24])([CH3:22])[CH3:21]. The yield is 0.990. The catalyst is C(Cl)Cl.CN(C1C=CN=CC=1)C.O. (5) The reactants are C([N:8]1[CH2:13][CH2:12][N:11]([C:14]([C:16]2[CH:21]=[C:20]([F:22])[C:19]([F:23])=[C:18]([F:24])[CH:17]=2)=[O:15])[CH2:10][CH2:9]1)C1C=CC=CC=1. The catalyst is CO.[Pd]. The product is [N:11]1([C:14]([C:16]2[CH:17]=[C:18]([F:24])[C:19]([F:23])=[C:20]([F:22])[CH:21]=2)=[O:15])[CH2:12][CH2:13][NH:8][CH2:9][CH2:10]1. The yield is 0.950. (6) The reactants are [N:1]1([NH:7][C:8]([C:10]2[N:11]=[C:12]([C:30]3[CH:35]=[CH:34][C:33]([Cl:36])=[CH:32][C:31]=3[Cl:37])[N:13]([C:16]3[CH:21]=[CH:20][C:19]([O:22]CC4C=CC=CC=4)=[CH:18][CH:17]=3)[C:14]=2[CH3:15])=[O:9])[CH2:6][CH2:5][CH2:4][CH2:3][CH2:2]1.B(Br)(Br)Br.O. The catalyst is C(Cl)Cl. The product is [N:1]1([NH:7][C:8]([C:10]2[N:11]=[C:12]([C:30]3[CH:35]=[CH:34][C:33]([Cl:36])=[CH:32][C:31]=3[Cl:37])[N:13]([C:16]3[CH:17]=[CH:18][C:19]([OH:22])=[CH:20][CH:21]=3)[C:14]=2[CH3:15])=[O:9])[CH2:6][CH2:5][CH2:4][CH2:3][CH2:2]1. The yield is 0.580. (7) The reactants are [C:1]([O:5][C:6](=[O:21])[NH:7][CH:8]([C:10]1[CH:15]=[C:14]([Cl:16])[C:13]([CH3:17])=[C:12](Br)[C:11]=1[O:19][CH3:20])[CH3:9])([CH3:4])([CH3:3])[CH3:2].[C:22]([O:26][CH3:27])(=[O:25])[CH:23]=[CH2:24].C1(P(C2C=CC=CC=2)C2C=CC=CC=2)C=CC=CC=1.C(N(CC)CC)C. The catalyst is CN(C=O)C.C([O-])(=O)C.[Pd+2].C([O-])(=O)C. The product is [C:1]([O:5][C:6]([NH:7][CH:8]([C:10]1[C:11]([O:19][CH3:20])=[C:12](/[CH:24]=[CH:23]/[C:22]([O:26][CH3:27])=[O:25])[C:13]([CH3:17])=[C:14]([Cl:16])[CH:15]=1)[CH3:9])=[O:21])([CH3:4])([CH3:3])[CH3:2]. The yield is 0.680. (8) The reactants are FC(F)(F)C(O)=O.[Cl:8][C:9]1[CH:10]=[CH:11][C:12]([NH:15][C:16](=[O:32])[C:17]2[CH:22]=[CH:21][CH:20]=[CH:19][C:18]=2[NH:23][C:24]([O:26][CH:27]2[CH2:31][CH2:30][NH:29][CH2:28]2)=[O:25])=[N:13][CH:14]=1.[C:33]1(=O)[CH2:37][CH2:36][CH2:35][CH2:34]1.C([BH3-])#N.[Na+]. No catalyst specified. The product is [Cl:8][C:9]1[CH:10]=[CH:11][C:12]([NH:15][C:16](=[O:32])[C:17]2[CH:22]=[CH:21][CH:20]=[CH:19][C:18]=2[NH:23][C:24]([O:26][CH:27]2[CH2:31][CH2:30][N:29]([CH:33]3[CH2:37][CH2:36][CH2:35][CH2:34]3)[CH2:28]2)=[O:25])=[N:13][CH:14]=1. The yield is 0.870. (9) The reactants are [I:1][C:2]1[CH:3]=[C:4]([CH2:10]O)[CH:5]=[C:6]([CH2:8][OH:9])[CH:7]=1.Br.C([O-])([O-])=O.[Na+].[Na+].[C-:19]#[N:20].[K+]. The catalyst is C1(C)C=CC=CC=1.CCOC(C)=O.CCCCCC. The product is [OH:9][CH2:8][C:6]1[CH:5]=[C:4]([CH2:10][C:19]#[N:20])[CH:3]=[C:2]([I:1])[CH:7]=1. The yield is 0.840.